Dataset: Forward reaction prediction with 1.9M reactions from USPTO patents (1976-2016). Task: Predict the product of the given reaction. (1) The product is: [CH:17]1(/[CH:20]=[CH:11]/[C:12]([O:14][CH2:15][CH3:16])=[O:13])[CH2:19][CH2:18]1. Given the reactants [H-].[Na+].C(OP([CH2:11][C:12]([O:14][CH2:15][CH3:16])=[O:13])(OCC)=O)C.[CH:17]1([CH:20]=O)[CH2:19][CH2:18]1, predict the reaction product. (2) The product is: [S:1]1[CH:5]=[C:4]([CH2:6][CH2:7][NH2:8])[C:3]2[CH:9]=[CH:10][CH:11]=[CH:12][C:2]1=2. Given the reactants [S:1]1[CH:5]=[C:4]([CH2:6][C:7]#[N:8])[C:3]2[CH:9]=[CH:10][CH:11]=[CH:12][C:2]1=2.O, predict the reaction product. (3) Given the reactants [H-].[Na+].[I:3][C:4]1[CH:9]=[CH:8][N:7]=[C:6]2[NH:10][N:11]=[CH:12][C:5]=12.C(N(CC)CC)C.[C:20]1([S:26](Cl)(=[O:28])=[O:27])[CH:25]=[CH:24][CH:23]=[CH:22][CH:21]=1, predict the reaction product. The product is: [I:3][C:4]1[CH:9]=[CH:8][N:7]=[C:6]2[N:10]([S:26]([C:20]3[CH:25]=[CH:24][CH:23]=[CH:22][CH:21]=3)(=[O:28])=[O:27])[N:11]=[CH:12][C:5]=12. (4) Given the reactants [F:1][C:2]([F:7])([F:6])[C:3](=[NH:5])[NH2:4].Br[CH2:9][C:10]([C:12]1[CH:17]=[CH:16][C:15]([N+:18]([O-:20])=[O:19])=[CH:14][CH:13]=1)=O.S([O-])([O-])(=O)=O.[Na+].[Na+], predict the reaction product. The product is: [N+:18]([C:15]1[CH:16]=[CH:17][C:12]([C:10]2[NH:4][C:3]([C:2]([F:7])([F:6])[F:1])=[N:5][CH:9]=2)=[CH:13][CH:14]=1)([O-:20])=[O:19].